This data is from Forward reaction prediction with 1.9M reactions from USPTO patents (1976-2016). The task is: Predict the product of the given reaction. (1) Given the reactants C(OC([N:8]1[CH2:17][CH2:16][C:15]2[C:11](=[C:12](OS(C(F)(F)F)(=O)=O)[N:13]([C:18]([CH3:21])([CH3:20])[CH3:19])[N:14]=2)[CH2:10][CH2:9]1)=O)(C)(C)C.[S:30]1[CH:34]=[CH:33][C:32](B(O)O)=[CH:31]1, predict the reaction product. The product is: [C:18]([N:13]1[C:12]([C:32]2[CH:33]=[CH:34][S:30][CH:31]=2)=[C:11]2[C:15]([CH2:16][CH2:17][NH:8][CH2:9][CH2:10]2)=[N:14]1)([CH3:19])([CH3:20])[CH3:21]. (2) Given the reactants [CH3:1][C:2]1[CH:3]=[C:4]2[CH:10]=[CH:9][N:8]([Si](C(C)C)(C(C)C)C(C)C)[C:5]2=[N:6][CH:7]=1.[I:21]I, predict the reaction product. The product is: [I:21][C:10]1[C:4]2[C:5](=[N:6][CH:7]=[C:2]([CH3:1])[CH:3]=2)[NH:8][CH:9]=1. (3) Given the reactants C([O:3][C:4](=[O:29])/[CH:5]=[CH:6]/[C:7]1[CH:8]=[N:9][N:10]2[CH:15]=[CH:14][C:13]([N:16]3[CH2:20][CH2:19][CH2:18][C@@H:17]3[C:21]3[CH:26]=[C:25]([F:27])[CH:24]=[CH:23][C:22]=3[F:28])=[N:12][C:11]=12)C.O.[OH-].[Li+], predict the reaction product. The product is: [F:28][C:22]1[CH:23]=[CH:24][C:25]([F:27])=[CH:26][C:21]=1[C@H:17]1[CH2:18][CH2:19][CH2:20][N:16]1[C:13]1[CH:14]=[CH:15][N:10]2[N:9]=[CH:8][C:7](/[CH:6]=[CH:5]/[C:4]([OH:29])=[O:3])=[C:11]2[N:12]=1. (4) Given the reactants [NH2:1][C@H:2]([C:7]([OH:9])=[O:8])[C:3]([CH3:6])([CH3:5])[CH3:4].C(=O)([O-])[O-].[Cs+].[Cs+].I[C:17]1[CH:24]=[CH:23][C:20]([C:21]#[N:22])=[CH:19][CH:18]=1, predict the reaction product. The product is: [C:21]([C:20]1[CH:23]=[CH:24][C:17]([NH:1][C@@H:2]([C:3]([CH3:6])([CH3:5])[CH3:4])[C:7]([OH:9])=[O:8])=[CH:18][CH:19]=1)#[N:22]. (5) The product is: [CH3:1][C:2]1[CH:7]=[CH:6][C:5]([NH:8][C:26]([NH:40][C:34]2[CH:39]=[CH:38][CH:37]=[CH:36][CH:35]=2)=[O:31])=[CH:4][C:3]=1[N+:9]([O-:11])=[O:10]. Given the reactants [CH3:1][C:2]1[CH:7]=[CH:6][C:5]([NH2:8])=[CH:4][C:3]=1[N+:9]([O-:11])=[O:10].CCN(C(C)C)C(C)C.ClC(Cl)(Cl)C(O[C:26](=[O:31])C(Cl)(Cl)Cl)=O.[C:34]1([NH2:40])[CH:39]=[CH:38][CH:37]=[CH:36][CH:35]=1, predict the reaction product. (6) The product is: [C:33]([O:32][C:30]([N:37]1[CH2:38][CH2:39][N:40]([CH2:47][CH:43]=[CH:44][C:45](=[O:46])[NH:20][C:18]2[CH:29]=[CH:28][CH:21]=[C:16]([NH:15][C:11]3[CH:10]=[C:9]([NH:8][C:4]4[CH:5]=[CH:6][CH:7]=[C:2]([CH3:1])[CH:3]=4)[N:14]=[CH:13][N:12]=3)[CH:17]=2)[CH2:41][CH2:42]1)=[O:31])([CH3:36])([CH3:35])[CH3:34]. Given the reactants [CH3:1][C:2]1[CH:3]=[C:4]([NH:8][C:9]2[N:14]=[CH:13][N:12]=[C:11]([NH:15][C:16]([CH2:21]Br)=[CH:17][C:18]([NH2:20])=O)[CH:10]=2)[CH:5]=[CH:6][CH:7]=1.C(N([CH2:28][CH3:29])CC)C.[C:30]([N:37]1[CH2:42][CH2:41][NH:40][CH2:39][CH2:38]1)([O:32][C:33]([CH3:36])([CH3:35])[CH3:34])=[O:31].[CH2:43]1[CH2:47][O:46][CH2:45][CH2:44]1, predict the reaction product. (7) Given the reactants [C:1]([N:8]1[CH2:13][CH2:12][C:11](=[O:14])[CH:10]([C:15]2[CH:20]=[CH:19][CH:18]=[CH:17][CH:16]=2)[CH2:9]1)([O:3][C:4]([CH3:7])([CH3:6])[CH3:5])=[O:2].C(O[CH:26](N(C)C)[N:27]([CH3:29])[CH3:28])(C)(C)C, predict the reaction product. The product is: [C:4]([O:3][C:1]([N:8]1[CH2:9][CH:10]([C:15]2[CH:20]=[CH:19][CH:18]=[CH:17][CH:16]=2)[C:11](=[O:14])/[C:12](=[CH:26]\[N:27]([CH3:29])[CH3:28])/[CH2:13]1)=[O:2])([CH3:7])([CH3:6])[CH3:5]. (8) Given the reactants [CH3:1][CH:2]([CH2:4][CH2:5][CH2:6][C@H:7]([C@@H:9]1[C@:27]2([CH3:28])[C@H:12]([C@H:13]3[C@H:24]([CH2:25][CH2:26]2)[C@:22]2([CH3:23])[C:16]([CH2:17][C@H:18]([CH2:20][CH2:21]2)[OH:19])=[CH:15][CH2:14]3)[CH2:11][CH2:10]1)[CH3:8])[CH3:3].[CH2:29]([NH2:38])[CH2:30][N:31]([CH2:35][CH2:36][NH2:37])[CH2:32][CH2:33][NH2:34].[CH3:39][P:40]([NH2:43])(=[O:42])[O-:41].[N:44]1([C:49]([NH2:51])=[NH:50])C=CC=N1.Cl.C(N(C(C)C)CC)(C)C, predict the reaction product. The product is: [CH3:3][CH:2]([CH2:4][CH2:5][CH2:6][C@H:7]([C@@H:9]1[C@:27]2([CH3:28])[C@H:12]([C@H:13]3[C@H:24]([CH2:25][CH2:26]2)[C@:22]2([CH3:23])[C:16]([CH2:17][C@H:18]([CH2:20][CH2:21]2)[OH:19])=[CH:15][CH2:14]3)[CH2:11][CH2:10]1)[CH3:8])[CH3:1].[CH2:29]([NH2:38])[CH2:30][N:31]([CH2:35][CH2:36][NH2:37])[CH2:32][CH2:33][NH2:34].[CH3:39][P:40]([NH2:43])(=[O:41])[O-:42].[NH2:50][C:49]([NH2:51])=[NH2+:44].[NH2:50][C:49]([NH2:51])=[NH2+:44].